From a dataset of Peptide-MHC class II binding affinity with 134,281 pairs from IEDB. Regression. Given a peptide amino acid sequence and an MHC pseudo amino acid sequence, predict their binding affinity value. This is MHC class II binding data. The peptide sequence is HDYEGLSYRSLQPET. The MHC is DRB1_0405 with pseudo-sequence DRB1_0405. The binding affinity (normalized) is 0.232.